Dataset: Full USPTO retrosynthesis dataset with 1.9M reactions from patents (1976-2016). Task: Predict the reactants needed to synthesize the given product. (1) Given the product [CH3:10][C:11]1[O:12][C:13]([CH3:19])=[CH:14][C:15]=1[C:16]([O:20]/[N:21]=[C:22](\[NH2:30])/[C:23]1[CH:28]=[CH:27][C:26]([CH3:29])=[CH:25][CH:24]=1)=[O:17], predict the reactants needed to synthesize it. The reactants are: C(N(CC)C(C)C)(C)C.[CH3:10][C:11]1[O:12][C:13]([CH3:19])=[CH:14][C:15]=1[C:16](Cl)=[O:17].[OH:20]/[N:21]=[C:22](\[NH2:30])/[C:23]1[CH:28]=[CH:27][C:26]([CH3:29])=[CH:25][CH:24]=1. (2) Given the product [C:26]([O:29][C:30]1[CH:38]=[CH:37][C:33]([C:34]([N:20]2[CH2:21][CH2:22][CH:17]([N:15]3[C:14](=[O:23])[C:13]([CH3:25])([CH3:24])[C:12]([C:6]4[CH:7]=[CH:8][C:9]([O:10][CH3:11])=[C:4]([O:3][CH3:2])[CH:5]=4)=[N:16]3)[CH2:18][CH2:19]2)=[O:35])=[CH:32][CH:31]=1)(=[O:28])[CH3:27], predict the reactants needed to synthesize it. The reactants are: Cl.[CH3:2][O:3][C:4]1[CH:5]=[C:6]([C:12]2[C:13]([CH3:25])([CH3:24])[C:14](=[O:23])[N:15]([CH:17]3[CH2:22][CH2:21][NH:20][CH2:19][CH2:18]3)[N:16]=2)[CH:7]=[CH:8][C:9]=1[O:10][CH3:11].[C:26]([O:29][C:30]1[CH:38]=[CH:37][C:33]([C:34](O)=[O:35])=[CH:32][CH:31]=1)(=[O:28])[CH3:27]. (3) Given the product [CH2:15]([O:17][C:18](=[O:25])[CH:19]([C:11]1[N:10]=[N:9][C:8]([Cl:7])=[CH:13][CH:12]=1)[C:20]([O:22][CH2:23][CH3:24])=[O:21])[CH3:16], predict the reactants needed to synthesize it. The reactants are: C(=O)([O-])[O-].[Cs+].[Cs+].[Cl:7][C:8]1[N:9]=[N:10][C:11](Cl)=[CH:12][CH:13]=1.[CH2:15]([O:17][C:18](=[O:25])[CH2:19][C:20]([O:22][CH2:23][CH3:24])=[O:21])[CH3:16].O. (4) The reactants are: [N:1]1[CH:6]=[CH:5][CH:4]=[C:3]2[C:7]3[CH:13]=[CH:12][CH:11]=[C:10]([OH:14])[C:8]=3[O:9][C:2]=12.N1C=CC=CC=1.[S:21](O[S:21]([C:24]([F:27])([F:26])[F:25])(=[O:23])=[O:22])([C:24]([F:27])([F:26])[F:25])(=[O:23])=[O:22]. Given the product [F:25][C:24]([F:27])([F:26])[S:21]([O:14][C:10]1[C:8]2[O:9][C:2]3[C:3]([C:7]=2[CH:13]=[CH:12][CH:11]=1)=[CH:4][CH:5]=[CH:6][N:1]=3)(=[O:23])=[O:22], predict the reactants needed to synthesize it. (5) Given the product [OH:24][CH2:23][CH2:22][O:21][CH2:20][CH2:19][O:18][CH2:17][CH2:16][O:15][CH2:14][CH2:13][O:12][S:7]([C:4]1[CH:5]=[CH:6][C:1]([CH3:11])=[CH:2][CH:3]=1)(=[O:9])=[O:8], predict the reactants needed to synthesize it. The reactants are: [C:1]1([CH3:11])[CH:6]=[CH:5][C:4]([S:7](Cl)(=[O:9])=[O:8])=[CH:3][CH:2]=1.[OH:12][CH2:13][CH2:14][O:15][CH2:16][CH2:17][O:18][CH2:19][CH2:20][O:21][CH2:22][CH2:23][OH:24].C(N(CC)CC)C.